Dataset: Forward reaction prediction with 1.9M reactions from USPTO patents (1976-2016). Task: Predict the product of the given reaction. (1) Given the reactants [CH2:1]=[O:2].S(=O)(=O)(O)O.[CH:8]1[C:17]2[C:12](=[CH:13][CH:14]=[CH:15][CH:16]=2)[CH:11]=[CH:10][CH:9]=1.C(C1C=CC=CC=1)C, predict the reaction product. The product is: [C:16]1([CH:1]=[O:2])[C:17]2[C:12](=[CH:11][CH:10]=[CH:9][CH:8]=2)[CH:13]=[CH:14][CH:15]=1. (2) Given the reactants [CH:1]([C:4]1[CH:5]=[C:6]([NH:10][C:11]2[S:12][C:13]3[CH:19]=[CH:18][C:17]([OH:20])=[CH:16][C:14]=3[N:15]=2)[CH:7]=[CH:8][CH:9]=1)([CH3:3])[CH3:2].Cl[C:22]1[CH:27]=[CH:26][N:25]=[C:24]([NH:28][C:29](=[O:31])[CH3:30])[CH:23]=1.C[Si]([N-][Si](C)(C)C)(C)C.[K+].C(=O)([O-])[O-].[K+].[K+], predict the reaction product. The product is: [CH:1]([C:4]1[CH:5]=[C:6]([NH:10][C:11]2[S:12][C:13]3[CH:19]=[CH:18][C:17]([O:20][C:22]4[CH:27]=[CH:26][N:25]=[C:24]([NH:28][C:29](=[O:31])[CH3:30])[CH:23]=4)=[CH:16][C:14]=3[N:15]=2)[CH:7]=[CH:8][CH:9]=1)([CH3:3])[CH3:2]. (3) Given the reactants [O:1]=[CH:2][C:3]1[CH:11]=[CH:10][C:8]([OH:9])=[C:5]([O:6][CH3:7])[CH:4]=1.[OH-].[Na+].CN(C)C=O.[CH:19](OCCCl)=[CH2:20], predict the reaction product. The product is: [CH:19]([O:9][C:8]1[CH:10]=[CH:11][C:3]([CH:2]=[O:1])=[CH:4][C:5]=1[O:6][CH3:7])=[CH2:20]. (4) Given the reactants [Br:1][C:2]1[CH:7]=[C:6](F)[CH:5]=[CH:4][C:3]=1[N+:9]([O-:11])=[O:10].[CH3:12][O:13][C:14]1[CH:21]=[CH:20][C:17]([CH2:18][OH:19])=[CH:16][CH:15]=1.[OH-].[Na+], predict the reaction product. The product is: [Br:1][C:2]1[CH:7]=[C:6]([O:19][CH2:18][C:17]2[CH:20]=[CH:21][C:14]([O:13][CH3:12])=[CH:15][CH:16]=2)[CH:5]=[CH:4][C:3]=1[N+:9]([O-:11])=[O:10].